This data is from NCI-60 drug combinations with 297,098 pairs across 59 cell lines. The task is: Regression. Given two drug SMILES strings and cell line genomic features, predict the synergy score measuring deviation from expected non-interaction effect. (1) Drug 1: CS(=O)(=O)OCCCCOS(=O)(=O)C. Drug 2: N.N.Cl[Pt+2]Cl. Cell line: HOP-62. Synergy scores: CSS=33.3, Synergy_ZIP=1.27, Synergy_Bliss=1.45, Synergy_Loewe=-23.5, Synergy_HSA=0.561. (2) Drug 1: CC1=CC=C(C=C1)C2=CC(=NN2C3=CC=C(C=C3)S(=O)(=O)N)C(F)(F)F. Drug 2: C1=CC=C(C(=C1)C(C2=CC=C(C=C2)Cl)C(Cl)Cl)Cl. Cell line: 786-0. Synergy scores: CSS=2.62, Synergy_ZIP=-0.0766, Synergy_Bliss=2.73, Synergy_Loewe=0.406, Synergy_HSA=1.53. (3) Drug 1: C1=NC2=C(N1)C(=S)N=CN2. Drug 2: N.N.Cl[Pt+2]Cl. Cell line: T-47D. Synergy scores: CSS=27.8, Synergy_ZIP=-6.79, Synergy_Bliss=-5.29, Synergy_Loewe=-0.525, Synergy_HSA=0.0645. (4) Synergy scores: CSS=34.7, Synergy_ZIP=2.85, Synergy_Bliss=4.28, Synergy_Loewe=5.97, Synergy_HSA=6.06. Cell line: SR. Drug 1: CC1=C(C=C(C=C1)NC2=NC=CC(=N2)N(C)C3=CC4=NN(C(=C4C=C3)C)C)S(=O)(=O)N.Cl. Drug 2: CCCCC(=O)OCC(=O)C1(CC(C2=C(C1)C(=C3C(=C2O)C(=O)C4=C(C3=O)C=CC=C4OC)O)OC5CC(C(C(O5)C)O)NC(=O)C(F)(F)F)O. (5) Drug 1: C1CCC(C1)C(CC#N)N2C=C(C=N2)C3=C4C=CNC4=NC=N3. Drug 2: C1C(C(OC1N2C=NC3=C2NC=NCC3O)CO)O. Cell line: HS 578T. Synergy scores: CSS=10.5, Synergy_ZIP=2.71, Synergy_Bliss=7.47, Synergy_Loewe=1.97, Synergy_HSA=1.54. (6) Drug 2: CNC(=O)C1=NC=CC(=C1)OC2=CC=C(C=C2)NC(=O)NC3=CC(=C(C=C3)Cl)C(F)(F)F. Cell line: A549. Synergy scores: CSS=30.0, Synergy_ZIP=-3.18, Synergy_Bliss=-2.99, Synergy_Loewe=-14.0, Synergy_HSA=-2.94. Drug 1: C1CCC(C1)C(CC#N)N2C=C(C=N2)C3=C4C=CNC4=NC=N3.